From a dataset of Reaction yield outcomes from USPTO patents with 853,638 reactions. Predict the reaction yield, written as a fraction of the theoretical maximum amount of product (1.0 means a 100% yield; for example, 0.34 means a 34% yield). The reactants are [NH:1]1[CH:5]=[CH:4][C:3]([C:6]2[C:14]3[C:13]([NH:15][C@H:16]([C:18]4[N:23]([C:24]5[CH:29]=[CH:28][CH:27]=[CH:26][CH:25]=5)[C:22](=[O:30])[C:21]5=[C:31]([CH3:34])[CH:32]=[CH:33][N:20]5[N:19]=4)[CH3:17])=[N:12][CH:11]=[N:10][C:9]=3[N:8]([CH2:35][O:36][CH2:37][CH2:38][Si:39]([CH3:42])([CH3:41])[CH3:40])[CH:7]=2)=[N:2]1.[CH3:43][O:44][C:45]1[CH:46]=[C:47]([CH:49]=[C:50](B2OC(C)(C)C(C)(C)O2)[CH:51]=1)[NH2:48].N1C=CC=CC=1.C(=O)([O-])[O-].[K+].[K+]. The catalyst is CN(C=O)C. The product is [NH2:48][C:47]1[CH:49]=[C:50]([N:1]2[CH:5]=[CH:4][C:3]([C:6]3[C:14]4[C:13]([NH:15][C@H:16]([C:18]5[N:23]([C:24]6[CH:25]=[CH:26][CH:27]=[CH:28][CH:29]=6)[C:22](=[O:30])[C:21]6=[C:31]([CH3:34])[CH:32]=[CH:33][N:20]6[N:19]=5)[CH3:17])=[N:12][CH:11]=[N:10][C:9]=4[N:8]([CH2:35][O:36][CH2:37][CH2:38][Si:39]([CH3:40])([CH3:42])[CH3:41])[CH:7]=3)=[N:2]2)[CH:51]=[C:45]([O:44][CH3:43])[CH:46]=1. The yield is 0.140.